Dataset: Full USPTO retrosynthesis dataset with 1.9M reactions from patents (1976-2016). Task: Predict the reactants needed to synthesize the given product. (1) Given the product [Cl:1][CH2:2][CH2:3][CH2:4]/[C:5](=[CH:9]\[C:10]1[CH:15]=[CH:14][C:13]([N:16]2[CH:20]=[C:19]([CH3:21])[N:18]=[CH:17]2)=[C:12]([O:22][CH3:23])[CH:11]=1)/[C:6]([NH:49][NH2:50])=[O:7], predict the reactants needed to synthesize it. The reactants are: [Cl:1][CH2:2][CH2:3][CH2:4]/[C:5](=[CH:9]\[C:10]1[CH:15]=[CH:14][C:13]([N:16]2[CH:20]=[C:19]([CH3:21])[N:18]=[CH:17]2)=[C:12]([O:22][CH3:23])[CH:11]=1)/[C:6](O)=[O:7].C1N(P(Cl)(N2C(=O)OCC2)=O)C(=O)OC1.C(N(C(C)C)CC)(C)C.C(OC(C)(C)C)(=O)[NH:49][NH2:50]. (2) Given the product [NH:8]1[CH2:13][CH2:12][O:11][CH2:10][CH:9]1[CH2:14][NH:15][S:16]([CH:19]1[CH2:20][CH2:21]1)(=[O:18])=[O:17], predict the reactants needed to synthesize it. The reactants are: C(OC([N:8]1[CH2:13][CH2:12][O:11][CH2:10][CH:9]1[CH2:14][NH:15][S:16]([CH:19]1[CH2:21][CH2:20]1)(=[O:18])=[O:17])=O)(C)(C)C. (3) Given the product [C:1]12([CH2:15][CH:14]([NH2:20])[C:13]3[C:8](=[CH:9][CH:10]=[CH:11][CH:12]=3)[O:7]1)[CH2:6][CH2:5][CH2:4][CH2:3][CH2:2]2, predict the reactants needed to synthesize it. The reactants are: [C:1]12([CH2:15][C:14](=O)[C:13]3[C:8](=[CH:9][CH:10]=[CH:11][CH:12]=3)[O:7]1)[CH2:6][CH2:5][CH2:4][CH2:3][CH2:2]2.Cl.O([NH2:20])C.N1C=CC=CC=1. (4) Given the product [F:1][C:2]1[CH:7]=[CH:6][C:5]([N:8]([CH:21]([CH3:22])[C:23](=[O:25])[CH3:24])[CH:9]=[O:10])=[CH:4][C:3]=1[N+:11]([O-:13])=[O:12], predict the reactants needed to synthesize it. The reactants are: [F:1][C:2]1[CH:7]=[CH:6][C:5]([NH:8][CH:9]=[O:10])=[CH:4][C:3]=1[N+:11]([O-:13])=[O:12].C(=O)([O-])[O-].[K+].[K+].Br[CH:21]([C:23](=[O:25])[CH3:24])[CH3:22]. (5) Given the product [NH2:6][C@H:7]([C:22]1[CH:23]=[CH:24][CH:25]=[CH:26][CH:27]=1)[C:8]12[N:14]([C:15]([O:17][C:18]([CH3:21])([CH3:19])[CH3:20])=[O:16])[CH:11]([CH2:12][CH2:13]1)[CH2:10][CH2:9]2, predict the reactants needed to synthesize it. The reactants are: CC(C)([S@]([NH:6][C@H:7]([C:22]1[CH:27]=[CH:26][CH:25]=[CH:24][CH:23]=1)[C:8]12[N:14]([C:15]([O:17][C:18]([CH3:21])([CH3:20])[CH3:19])=[O:16])[CH:11]([CH2:12][CH2:13]1)[CH2:10][CH2:9]2)=O)C.Cl.O1CCOCC1.